This data is from Forward reaction prediction with 1.9M reactions from USPTO patents (1976-2016). The task is: Predict the product of the given reaction. Given the reactants [NH2:1][C@H:2](C(O)=O)[CH2:3][C:4]1[C:12]2[C:7](=[CH:8][CH:9]=[CH:10][CH:11]=2)[NH:6][CH:5]=1.[N:16]1[CH:21]=[CH:20][CH:19]=[C:18]([CH:22]=O)[CH:17]=1.[Cr](O[Cr]([O-])(=O)=O)([O-])(=O)=O.[K+].[K+].[O-]S([O-])=O.[Na+].[Na+].[OH-].[Na+], predict the reaction product. The product is: [N:16]1[CH:21]=[CH:20][CH:19]=[C:18]([C:22]2[C:5]3[NH:6][C:7]4[C:12](=[CH:11][CH:10]=[CH:9][CH:8]=4)[C:4]=3[CH:3]=[CH:2][N:1]=2)[CH:17]=1.